Dataset: Buchwald-Hartwig C-N cross coupling reaction yields with 55,370 reactions. Task: Predict the reaction yield, written as a fraction of the theoretical maximum amount of product (1.0 means a 100% yield; for example, 0.34 means a 34% yield). The reactants are CCc1ccc(Cl)cc1.Cc1ccc(N)cc1.O=S(=O)(O[Pd]1c2ccccc2-c2ccccc2N~1)C(F)(F)F.COc1ccc(OC)c(P(C(C)(C)C)C(C)(C)C)c1-c1c(C(C)C)cc(C(C)C)cc1C(C)C.CN(C)C(=NC(C)(C)C)N(C)C.Cc1ccno1. No catalyst specified. The product is CCc1ccc(Nc2ccc(C)cc2)cc1. The yield is 0.0548.